The task is: Regression. Given two drug SMILES strings and cell line genomic features, predict the synergy score measuring deviation from expected non-interaction effect.. This data is from NCI-60 drug combinations with 297,098 pairs across 59 cell lines. (1) Drug 1: CN(CC1=CN=C2C(=N1)C(=NC(=N2)N)N)C3=CC=C(C=C3)C(=O)NC(CCC(=O)O)C(=O)O. Drug 2: N.N.Cl[Pt+2]Cl. Cell line: MCF7. Synergy scores: CSS=35.1, Synergy_ZIP=-10.3, Synergy_Bliss=-7.91, Synergy_Loewe=-4.35, Synergy_HSA=-4.30. (2) Drug 1: C1CCN(CC1)CCOC2=CC=C(C=C2)C(=O)C3=C(SC4=C3C=CC(=C4)O)C5=CC=C(C=C5)O. Drug 2: CC12CCC(CC1=CCC3C2CCC4(C3CC=C4C5=CN=CC=C5)C)O. Cell line: K-562. Synergy scores: CSS=19.8, Synergy_ZIP=-6.80, Synergy_Bliss=-2.39, Synergy_Loewe=-2.65, Synergy_HSA=-2.54. (3) Drug 1: C1=NC2=C(N1)C(=S)N=C(N2)N. Drug 2: C1=CC=C(C(=C1)C(C2=CC=C(C=C2)Cl)C(Cl)Cl)Cl. Cell line: NCI/ADR-RES. Synergy scores: CSS=38.2, Synergy_ZIP=7.52, Synergy_Bliss=7.20, Synergy_Loewe=-9.92, Synergy_HSA=6.95. (4) Drug 1: COC1=NC(=NC2=C1N=CN2C3C(C(C(O3)CO)O)O)N. Drug 2: CNC(=O)C1=NC=CC(=C1)OC2=CC=C(C=C2)NC(=O)NC3=CC(=C(C=C3)Cl)C(F)(F)F. Cell line: UACC62. Synergy scores: CSS=1.02, Synergy_ZIP=-0.583, Synergy_Bliss=0.703, Synergy_Loewe=-0.850, Synergy_HSA=-0.325.